Dataset: Forward reaction prediction with 1.9M reactions from USPTO patents (1976-2016). Task: Predict the product of the given reaction. (1) Given the reactants FC(F)(F)S(O[C:7]1[C:12]([O:13][CH3:14])=[C:11]([O:15][S:16]([C:19]([F:22])([F:21])[F:20])(=[O:18])=[O:17])[N:10]=[C:9]([N:23]2[CH2:27][CH2:26][CH2:25][C@H:24]2[C:28]2[CH:33]=[CH:32][C:31]([CH3:34])=[CH:30][CH:29]=2)[N:8]=1)(=O)=O.[NH2:37][C:38]1[S:42][N:41]=[CH:40][N:39]=1.CC1(C)C2C(=C(P(C3C=CC=CC=3)C3C=CC=CC=3)C=CC=2)OC2C(P(C3C=CC=CC=3)C3C=CC=CC=3)=CC=CC1=2.P([O-])([O-])([O-])=O.[K+].[K+].[K+], predict the reaction product. The product is: [F:21][C:19]([F:20])([F:22])[S:16]([O:15][C:11]1[C:12]([O:13][CH3:14])=[C:7]([NH:37][C:38]2[S:42][N:41]=[CH:40][N:39]=2)[N:8]=[C:9]([N:23]2[CH2:27][CH2:26][CH2:25][C@H:24]2[C:28]2[CH:33]=[CH:32][C:31]([CH3:34])=[CH:30][CH:29]=2)[N:10]=1)(=[O:18])=[O:17]. (2) Given the reactants CN(C)[CH:3]=[O:4].[CH2:6]([C:8]1[NH:24][C:11]2[N:12]=[C:13]([S:17][C:18]3[CH:19]=[N:20][CH:21]=[CH:22][CH:23]=3)[N:14]=[C:15](O)[C:10]=2[CH:9]=1)[CH3:7].P(Cl)(Cl)([Cl:27])=O, predict the reaction product. The product is: [Cl:27][C:15]1[C:10]2[C:9]([CH:3]=[O:4])=[C:8]([CH2:6][CH3:7])[NH:24][C:11]=2[N:12]=[C:13]([S:17][C:18]2[CH:19]=[N:20][CH:21]=[CH:22][CH:23]=2)[N:14]=1. (3) Given the reactants [F:1][C:2]1([F:29])[CH2:7][CH2:6][CH:5]([CH2:8][C:9]2[N:13]3[C:14]([CH3:24])=[CH:15][C:16]([C:18](N(OC)C)=[O:19])=[CH:17][C:12]3=[N:11][C:10]=2[C:25]([F:28])([F:27])[F:26])[CH2:4][CH2:3]1.[H-].[Al+3].[Li+].[H-].[H-].[H-].O.[OH-].[Na+], predict the reaction product. The product is: [F:29][C:2]1([F:1])[CH2:3][CH2:4][CH:5]([CH2:8][C:9]2[N:13]3[C:14]([CH3:24])=[CH:15][C:16]([CH:18]=[O:19])=[CH:17][C:12]3=[N:11][C:10]=2[C:25]([F:26])([F:27])[F:28])[CH2:6][CH2:7]1. (4) Given the reactants N([O-])=O.[Na+].N[C:6]1[CH:11]=[CH:10][C:9]([N:12]([C:17]2[C:36]([CH:37]3[CH2:39][CH2:38]3)=[CH:35][C:20]3[C:21]([C:31]([NH:33][CH3:34])=[O:32])=[C:22]([C:24]4[CH:29]=[CH:28][C:27]([F:30])=[CH:26][CH:25]=4)[O:23][C:19]=3[CH:18]=2)[S:13]([CH3:16])(=[O:15])=[O:14])=[CH:8][C:7]=1[CH:40]([F:42])[F:41].[BrH:43], predict the reaction product. The product is: [Br:43][C:6]1[CH:11]=[CH:10][C:9]([N:12]([C:17]2[C:36]([CH:37]3[CH2:39][CH2:38]3)=[CH:35][C:20]3[C:21]([C:31]([NH:33][CH3:34])=[O:32])=[C:22]([C:24]4[CH:29]=[CH:28][C:27]([F:30])=[CH:26][CH:25]=4)[O:23][C:19]=3[CH:18]=2)[S:13]([CH3:16])(=[O:15])=[O:14])=[CH:8][C:7]=1[CH:40]([F:42])[F:41]. (5) Given the reactants [C:1]([C:3]1[CH:8]=[C:7]([N:9]2[C:14]3[N:15]=[CH:16][CH:17]=[CH:18][C:13]=3[CH2:12][N:11]([CH2:19][CH:20]3[CH2:25][CH2:24][N:23](C(OC(C)(C)C)=O)[CH2:22][CH2:21]3)[C:10]2=[O:33])[CH:6]=[CH:5][N:4]=1)#[N:2].[Br:34][C:35]1[CH:36]=[C:37]2[C:42](=[CH:43][CH:44]=1)[N:41]=[CH:40][N:39]=[C:38]2Cl, predict the reaction product. The product is: [Br:34][C:35]1[CH:36]=[C:37]2[C:42](=[CH:43][CH:44]=1)[N:41]=[CH:40][N:39]=[C:38]2[N:23]1[CH2:24][CH2:25][CH:20]([CH2:19][N:11]2[CH2:12][C:13]3[CH:18]=[CH:17][CH:16]=[N:15][C:14]=3[N:9]([C:7]3[CH:6]=[CH:5][N:4]=[C:3]([C:1]#[N:2])[CH:8]=3)[C:10]2=[O:33])[CH2:21][CH2:22]1. (6) Given the reactants [F:1][C:2]([F:18])([F:17])[O:3][C:4]1[CH:16]=[CH:15][C:7]([O:8][CH:9]2[CH2:14][CH2:13][NH:12][CH2:11][CH2:10]2)=[CH:6][CH:5]=1.Br[C:20]1[CH:25]=[CH:24][C:23]([O:26][CH2:27][C:28]2[CH:33]=[CH:32][CH:31]=[CH:30][CH:29]=2)=[CH:22][CH:21]=1.CC(C)([O-])C.[Na+].C1(C)C=CC=CC=1, predict the reaction product. The product is: [CH2:27]([O:26][C:23]1[CH:24]=[CH:25][C:20]([N:12]2[CH2:11][CH2:10][CH:9]([O:8][C:7]3[CH:15]=[CH:16][C:4]([O:3][C:2]([F:1])([F:17])[F:18])=[CH:5][CH:6]=3)[CH2:14][CH2:13]2)=[CH:21][CH:22]=1)[C:28]1[CH:33]=[CH:32][CH:31]=[CH:30][CH:29]=1. (7) Given the reactants C[O:2][C:3](=[O:16])[CH:4]=[CH:5][C:6]1[C:11]([CH3:12])=[CH:10][C:9]([CH:13]=[O:14])=[CH:8][C:7]=1[CH3:15], predict the reaction product. The product is: [CH:13]([C:9]1[CH:10]=[C:11]([CH3:12])[C:6]([CH:5]=[CH:4][C:3]([OH:16])=[O:2])=[C:7]([CH3:15])[CH:8]=1)=[O:14]. (8) Given the reactants [Cl:1][C:2]1[CH:14]=[CH:13][C:5]([CH2:6][NH:7][C:8](=[O:12])[O:9][CH2:10][CH3:11])=[CH:4][CH:3]=1.Cl[C:16]1[C:21]([N+:22]([O-:24])=[O:23])=[CH:20][C:19]([N+:25]([O-:27])=[O:26])=[CH:18][C:17]=1[C:28]([F:31])([F:30])[F:29].[H-].[Na+].Cl, predict the reaction product. The product is: [Cl:1][C:2]1[CH:3]=[CH:4][C:5]([CH2:6][N:7]([C:16]2[C:17]([C:28]([F:30])([F:31])[F:29])=[CH:18][C:19]([N+:25]([O-:27])=[O:26])=[CH:20][C:21]=2[N+:22]([O-:24])=[O:23])[C:8](=[O:12])[O:9][CH2:10][CH3:11])=[CH:13][CH:14]=1. (9) The product is: [NH2:12][C:10]1[CH:9]=[CH:8][C:7]2[CH2:1][N:2]([C:13]([O:15][C:16]([CH3:19])([CH3:18])[CH3:17])=[O:14])[CH2:3][CH2:4][CH2:5][C:6]=2[CH:11]=1. Given the reactants [CH2:1]1[C:7]2[CH:8]=[CH:9][C:10]([NH2:12])=[CH:11][C:6]=2[CH2:5][CH2:4][CH2:3][NH:2]1.[C:13](O[C:13]([O:15][C:16]([CH3:19])([CH3:18])[CH3:17])=[O:14])([O:15][C:16]([CH3:19])([CH3:18])[CH3:17])=[O:14].C(N(CC)C(C)C)(C)C.O, predict the reaction product.